From a dataset of Catalyst prediction with 721,799 reactions and 888 catalyst types from USPTO. Predict which catalyst facilitates the given reaction. Reactant: [C:1]([O:4][CH2:5][CH3:6])(=[O:3])[CH3:2].C([N-]C(C)C)(C)C.[Li+].[O:15]=[C:16]1[CH2:21][CH2:20][N:19]([C:22]([O:24][CH2:25][C:26]2[CH:31]=[CH:30][CH:29]=[CH:28][CH:27]=2)=[O:23])[CH2:18][CH2:17]1.[Cl-].[NH4+]. Product: [CH2:5]([O:4][C:1]([CH2:2][C:16]1([OH:15])[CH2:17][CH2:18][N:19]([C:22]([O:24][CH2:25][C:26]2[CH:31]=[CH:30][CH:29]=[CH:28][CH:27]=2)=[O:23])[CH2:20][CH2:21]1)=[O:3])[CH3:6]. The catalyst class is: 27.